Task: Predict the reaction yield, written as a fraction of the theoretical maximum amount of product (1.0 means a 100% yield; for example, 0.34 means a 34% yield).. Dataset: Reaction yield outcomes from USPTO patents with 853,638 reactions (1) The reactants are [Cl:1][C:2]1[S:3][CH:4]=[C:5]([CH3:17])[C:6]=1[NH:7][C:8]1[NH:12][C:11]2[CH:13]=[CH:14][CH:15]=[CH:16][C:10]=2[N:9]=1.CC(O)C.Cl. The catalyst is C(OCCCC)(=O)C. The product is [ClH:1].[Cl:1][C:2]1[S:3][CH:4]=[C:5]([CH3:17])[C:6]=1[NH:7][C:8]1[NH:12][C:11]2[CH:13]=[CH:14][CH:15]=[CH:16][C:10]=2[N:9]=1. The yield is 0.970. (2) The reactants are [CH3:1][C:2]1[CH:11]=[N:10][C:9]2[C:4](=[CH:5][CH:6]=[CH:7][C:8]=2[N+:12]([O-])=O)[N:3]=1. The catalyst is CO.[Cl-].[Cl-].[Cl-].[Ti+3]. The product is [CH3:1][C:2]1[CH:11]=[N:10][C:9]2[C:4](=[CH:5][CH:6]=[CH:7][C:8]=2[NH2:12])[N:3]=1. The yield is 0.790. (3) The reactants are [C:1]([C:3]1[CH:8]=[CH:7][C:6](B(O)O)=[CH:5][CH:4]=1)#[N:2].[O:12]1[CH2:17][CH:16]=[C:15](OS(C(F)(F)F)(=O)=O)[CH2:14][CH2:13]1.C(=O)([O-])[O-].[Na+].[Na+].O. The catalyst is C1C=CC([P]([Pd]([P](C2C=CC=CC=2)(C2C=CC=CC=2)C2C=CC=CC=2)([P](C2C=CC=CC=2)(C2C=CC=CC=2)C2C=CC=CC=2)[P](C2C=CC=CC=2)(C2C=CC=CC=2)C2C=CC=CC=2)(C2C=CC=CC=2)C2C=CC=CC=2)=CC=1.CO.C1(C)C=CC=CC=1. The product is [O:12]1[CH2:13][CH:14]=[C:15]([C:6]2[CH:7]=[CH:8][C:3]([C:1]#[N:2])=[CH:4][CH:5]=2)[CH2:16][CH2:17]1. The yield is 0.640. (4) The reactants are [O:1]=[C:2]1[CH2:7][CH2:6][CH2:5][CH:4]([C:8]([OH:10])=[O:9])[CH2:3]1.[CH3:11][Si:12]([CH3:17])([CH3:16])[CH2:13][CH2:14]O.Cl.CN(C)CCCN=C=NCC. The catalyst is CN(C)C1C=CN=CC=1.C(Cl)Cl.Cl. The product is [CH3:11][Si:12]([CH3:17])([CH3:16])[CH2:13][CH2:14][O:9][C:8]([CH:4]1[CH2:5][CH2:6][CH2:7][C:2](=[O:1])[CH2:3]1)=[O:10]. The yield is 1.00. (5) The reactants are [F:1][C:2]1[C:7]([N:8]2[CH2:13][CH2:12][N:11]([CH3:14])[CH2:10][CH2:9]2)=[CH:6][CH:5]=[C:4]([N+:15]([O-])=O)[C:3]=1[NH2:18]. The catalyst is O=[Mn]=O.CCOC(C)=O. The product is [F:1][C:2]1[C:7]([N:8]2[CH2:13][CH2:12][N:11]([CH3:14])[CH2:10][CH2:9]2)=[CH:6][CH:5]=[C:4]([NH2:15])[C:3]=1[NH2:18]. The yield is 0.940.